From a dataset of Retrosynthesis with 50K atom-mapped reactions and 10 reaction types from USPTO. Predict the reactants needed to synthesize the given product. (1) Given the product O=C(O)C1=NOC(C(O)(C(F)(F)F)C(F)(F)F)C1, predict the reactants needed to synthesize it. The reactants are: CCOC(=O)C1=NOC(C(O)(C(F)(F)F)C(F)(F)F)C1. (2) Given the product Oc1ccc2c(Oc3ccc(OCCN4CCCCC4)cc3)c(-c3cccs3)ccc2c1, predict the reactants needed to synthesize it. The reactants are: COc1ccc2c(Oc3ccc(OCCN4CCCCC4)cc3)c(-c3cccs3)ccc2c1. (3) Given the product CN(C)c1ccc(CNc2ccc3ncc(C#N)c(Nc4ccc(F)c(Cl)c4)c3c2)c(F)c1C#N, predict the reactants needed to synthesize it. The reactants are: CN(C)c1ccc(C=O)c(F)c1C#N.N#Cc1cnc2ccc(N)cc2c1Nc1ccc(F)c(Cl)c1. (4) Given the product CCN(CCCOc1ccc2ccc(=O)oc2c1)C[C@H]1COc2cc3c(cc2O1)OCO3, predict the reactants needed to synthesize it. The reactants are: CCI.O=c1ccc2ccc(OCCCNC[C@H]3COc4cc5c(cc4O3)OCO5)cc2o1. (5) Given the product Fc1ccc(Nc2nccc3cccnc23)nc1, predict the reactants needed to synthesize it. The reactants are: Clc1nccc2cccnc12.Nc1ccc(F)cn1.